From a dataset of Reaction yield outcomes from USPTO patents with 853,638 reactions. Predict the reaction yield, written as a fraction of the theoretical maximum amount of product (1.0 means a 100% yield; for example, 0.34 means a 34% yield). (1) The reactants are [F:1][C:2]1([CH2:13]N)[C:7]([F:8])=[CH:6][C:5]([F:9])=[C:4]([F:10])[CH:3]1[CH2:11]N.N([O-])=[O:16].[Na+].S(=O)(=O)(O)O.[OH2:24]. No catalyst specified. The product is [F:1][C:2]1([CH2:13][OH:16])[C:7]([F:8])=[CH:6][C:5]([F:9])=[C:4]([F:10])[CH:3]1[CH2:11][OH:24]. The yield is 0.739. (2) The reactants are [C:1](Cl)(=[O:7])[O:2][CH2:3][CH2:4][CH2:5][Cl:6].O.Cl.Cl.[CH2:12]1[C:20]2[C:15](=[CH:16][CH:17]=[CH:18][CH:19]=2)[CH2:14][CH:13]1[NH:21][C:22]1[N:23]=[CH:24][C:25]2[CH2:30][NH:29][CH2:28][C:26]=2[N:27]=1.C(N(CC)CC)C. The catalyst is O1CCCC1.ClCCl. The product is [CH2:14]1[C:15]2[C:20](=[CH:19][CH:18]=[CH:17][CH:16]=2)[CH2:12][CH:13]1[NH:21][C:22]1[N:23]=[CH:24][C:25]2[CH2:30][N:29]([C:1]([O:2][CH2:3][CH2:4][CH2:5][Cl:6])=[O:7])[CH2:28][C:26]=2[N:27]=1. The yield is 1.00. (3) The reactants are [CH3:1][O:2][C:3](=[O:29])[CH2:4][CH2:5][C@H:6]([C@@H:8]1[C@:25]2([CH3:26])[C@H:11]([C@H:12]3[C@H:22]([CH2:23][CH2:24]2)[C@:20]2([CH3:21])[C@@H:15]([CH2:16][C@H:17]([OH:27])[CH2:18][CH2:19]2)[CH2:14][C@H:13]3[OH:28])[CH2:10][CH2:9]1)[CH3:7].[Cr](Cl)([O-])(=O)=O.[NH+]1C=CC=CC=1.CCOCC. The catalyst is C(Cl)(Cl)Cl. The product is [CH3:1][O:2][C:3](=[O:29])[CH2:4][CH2:5][C@H:6]([C@@H:8]1[C@:25]2([CH3:26])[C@H:11]([C@H:12]3[C@H:22]([CH2:23][CH2:24]2)[C@:20]2([CH3:21])[C@@H:15]([CH2:16][C@H:17]([OH:27])[CH2:18][CH2:19]2)[CH2:14][C:13]3=[O:28])[CH2:10][CH2:9]1)[CH3:7]. The yield is 0.620. (4) The yield is 0.428. The catalyst is [Zn].C(OCC)(=O)C. The product is [CH2:10]([O:9][C:8]([C:7]1[CH:34]=[N:35][N:36]2[CH2:37][C:38]([CH3:43])([CH3:42])[CH2:39][C:40]=12)=[O:2])[CH3:6]. The reactants are P([O-])([O-])([O-])=[O:2].[CH2:6]1[CH2:10][O:9][CH2:8][CH2:7]1.C(#N)C.[N+](C1C=CC(COC(C2N3[C@H](SC=2)C(C(OC(=O)C)[C:34]2C=[C:40]4[N:36]([CH2:37][C:38]([CH3:43])([CH3:42])[CH2:39]4)[N:35]=2)(Br)C3=O)=O)=CC=1)([O-])=O.